From a dataset of Forward reaction prediction with 1.9M reactions from USPTO patents (1976-2016). Predict the product of the given reaction. (1) Given the reactants [CH:1]1([N:6]([CH3:34])[C:7]2[C:8]([CH3:33])=[C:9]([CH:23]=[C:24]([C:26]3[CH2:27][CH2:28][N:29]([CH3:32])[CH2:30][CH:31]=3)[CH:25]=2)[C:10]([NH:12][CH2:13][C:14]2[C:15](=[O:22])[NH:16][C:17]([CH3:21])=[CH:18][C:19]=2[CH3:20])=[O:11])[CH2:5][CH2:4][CH2:3][CH2:2]1, predict the reaction product. The product is: [CH:1]1([N:6]([CH3:34])[C:7]2[C:8]([CH3:33])=[C:9]([CH:23]=[C:24]([CH:26]3[CH2:31][CH2:30][N:29]([CH3:32])[CH2:28][CH2:27]3)[CH:25]=2)[C:10]([NH:12][CH2:13][C:14]2[C:15](=[O:22])[NH:16][C:17]([CH3:21])=[CH:18][C:19]=2[CH3:20])=[O:11])[CH2:5][CH2:4][CH2:3][CH2:2]1. (2) Given the reactants B(Br)(Br)Br.CO[C:7](=[O:23])[C:8]1[CH:17]=[CH:16][CH:15]=[C:10]([C:11]([O:13][CH3:14])=[O:12])[C:9]=1[N:18]1[CH:22]=[CH:21][CH:20]=[CH:19]1.O, predict the reaction product. The product is: [CH3:14][O:13][C:11]([C:10]1[CH:15]=[CH:16][CH:17]=[C:8]2[C:9]=1[N:18]1[CH:19]=[CH:20][CH:21]=[C:22]1[C:7]2=[O:23])=[O:12]. (3) Given the reactants [C:1]([C:3]([C:11]1[S:15][CH:14]=[C:13]([C:16]#[N:17])[CH:12]=1)([CH:8]([CH3:10])[CH3:9])[CH2:4][CH2:5][CH2:6]O)#[N:2].[C:18]([C:20]1[CH:21]=[C:22]([CH:32]=[CH:33][CH:34]=1)[O:23][CH2:24][CH2:25][N:26]1[CH2:31][CH2:30][NH:29][CH2:28][CH2:27]1)#[N:19], predict the reaction product. The product is: [C:1]([C:3]([C:11]1[S:15][CH:14]=[C:13]([C:16]#[N:17])[CH:12]=1)([CH:8]([CH3:10])[CH3:9])[CH2:4][CH2:5][CH2:6][N:29]1[CH2:28][CH2:27][N:26]([CH2:25][CH2:24][O:23][C:22]2[CH:32]=[CH:33][CH:34]=[C:20]([C:18]#[N:19])[CH:21]=2)[CH2:31][CH2:30]1)#[N:2]. (4) Given the reactants [NH2:1][C:2]1[C:11]2[C:6](=[CH:7][CH:8]=[CH:9][C:10]=2[O:12][CH2:13][C:14]([NH:17][C:18](=[O:38])[C:19]2[CH:24]=[C:23]([O:25][CH3:26])[CH:22]=[C:21]([O:27][CH2:28][CH2:29][O:30]CC3C=CC=CC=3)[CH:20]=2)([CH3:16])[CH3:15])[N:5]=[C:4]([CH3:39])[C:3]=1[C:40]([OH:42])=[O:41], predict the reaction product. The product is: [NH2:1][C:2]1[C:11]2[C:6](=[CH:7][CH:8]=[CH:9][C:10]=2[O:12][CH2:13][C:14]([NH:17][C:18](=[O:38])[C:19]2[CH:24]=[C:23]([O:25][CH3:26])[CH:22]=[C:21]([O:27][CH2:28][CH2:29][OH:30])[CH:20]=2)([CH3:15])[CH3:16])[N:5]=[C:4]([CH3:39])[C:3]=1[C:40]([OH:42])=[O:41]. (5) Given the reactants [CH2:1]([NH:8][C:9](=[O:25])[C:10]1[C:15]([O:16][CH2:17][C:18]2[CH:23]=[CH:22][CH:21]=[CH:20][CH:19]=2)=[CH:14][CH:13]=[C:12](Br)[N:11]=1)[C:2]1[CH:7]=[CH:6][CH:5]=[CH:4][CH:3]=1.[F:26][C:27]1[CH:32]=[CH:31][C:30]([C:33]2[O:34][C:35]3[CH:45]=[C:44]([N:46]([CH3:51])[S:47]([CH3:50])(=[O:49])=[O:48])[C:43](B4OC(C)(C)C(C)(C)O4)=[CH:42][C:36]=3[C:37]=2[C:38]([NH:40][CH3:41])=[O:39])=[CH:29][CH:28]=1.CC(C1C=C(C(C)C)C(C2C=CC=CC=2P(C2CCCCC2)C2CCCCC2)=C(C(C)C)C=1)C, predict the reaction product. The product is: [CH2:1]([NH:8][C:9](=[O:25])[C:10]1[C:15]([O:16][CH2:17][C:18]2[CH:23]=[CH:22][CH:21]=[CH:20][CH:19]=2)=[CH:14][CH:13]=[C:12]([C:43]2[C:44]([N:46]([CH3:51])[S:47]([CH3:50])(=[O:49])=[O:48])=[CH:45][C:35]3[O:34][C:33]([C:30]4[CH:31]=[CH:32][C:27]([F:26])=[CH:28][CH:29]=4)=[C:37]([C:38](=[O:39])[NH:40][CH3:41])[C:36]=3[CH:42]=2)[N:11]=1)[C:2]1[CH:7]=[CH:6][CH:5]=[CH:4][CH:3]=1. (6) Given the reactants C[Si](C)(C)[N-][Si](C)(C)C.[Li+].[F:11][C:12]([F:22])([F:21])[C@H:13]([CH3:20])[CH2:14][C:15]([O:17][CH2:18][CH3:19])=[O:16].Br[C:24]1[CH:25]=[CH:26][C:27]([Cl:31])=[C:28]([CH3:30])[CH:29]=1, predict the reaction product. The product is: [Cl:31][C:27]1[CH:26]=[CH:25][C:24]([CH:14]([C@@H:13]([CH3:20])[C:12]([F:21])([F:22])[F:11])[C:15]([O:17][CH2:18][CH3:19])=[O:16])=[CH:29][C:28]=1[CH3:30]. (7) The product is: [Cl:1][C:2]1[CH:3]=[CH:4][C:5]([C:8]2[CH:9]=[C:10]([NH:20][C:28]([C:23]3[C:22]([CH3:21])=[CH:27][CH:26]=[CH:25][N:24]=3)=[O:29])[CH:11]=[N:12][C:13]=2[O:14][CH2:15][C:16]([F:17])([F:18])[F:19])=[CH:6][CH:7]=1. Given the reactants [Cl:1][C:2]1[CH:7]=[CH:6][C:5]([C:8]2[CH:9]=[C:10]([NH2:20])[CH:11]=[N:12][C:13]=2[O:14][CH2:15][C:16]([F:19])([F:18])[F:17])=[CH:4][CH:3]=1.[CH3:21][C:22]1[C:23]([C:28](O)=[O:29])=[N:24][CH:25]=[CH:26][CH:27]=1, predict the reaction product. (8) Given the reactants Br[C:2]1[C:3]([C:16]2[CH:21]=[CH:20][CH:19]=[CH:18][CH:17]=2)=[N:4][C:5]2[C:10]([N:11]=1)=[CH:9][C:8]([C:12]([O:14][CH3:15])=[O:13])=[CH:7][CH:6]=2.[Br:22][C:23]1[CH:32]=[CH:31][CH:30]=[CH:29][C:24]=1[O:25][CH2:26][CH2:27][NH2:28], predict the reaction product. The product is: [Br:22][C:23]1[CH:32]=[CH:31][CH:30]=[CH:29][C:24]=1[O:25][CH2:26][CH2:27][NH:28][C:2]1[C:3]([C:16]2[CH:21]=[CH:20][CH:19]=[CH:18][CH:17]=2)=[N:4][C:5]2[C:10]([N:11]=1)=[CH:9][C:8]([C:12]([O:14][CH3:15])=[O:13])=[CH:7][CH:6]=2. (9) Given the reactants Cl.[NH2:2][NH:3][C:4]([NH2:6])=[S:5].[Cl:7][C:8]1[CH:16]=[C:15]([Cl:17])[CH:14]=[CH:13][C:9]=1[C:10](Cl)=[O:11], predict the reaction product. The product is: [Cl:7][C:8]1[CH:16]=[C:15]([Cl:17])[CH:14]=[CH:13][C:9]=1[C:10]([NH:2][NH:3][C:4]([NH2:6])=[S:5])=[O:11].